Dataset: Forward reaction prediction with 1.9M reactions from USPTO patents (1976-2016). Task: Predict the product of the given reaction. (1) The product is: [C:12]([CH:14]([CH2:36][CH2:37][CH2:38][C:39]1[CH:44]=[CH:43][CH:42]=[CH:41][CH:40]=1)[C:15]([NH:17][CH:18]([C:20]1[C:21](=[O:35])[NH:22][C:23]([CH2:26][C:27]2[CH:28]=[CH:29][C:30]([O:33][CH3:34])=[CH:31][CH:32]=2)=[N:24][N:25]=1)[CH3:19])=[O:16])(=[O:11])[CH3:13]. Given the reactants C(Cl)(=O)C(Cl)=O.CS(C)=O.[OH:11][CH:12]([CH:14]([CH2:36][CH2:37][CH2:38][C:39]1[CH:44]=[CH:43][CH:42]=[CH:41][CH:40]=1)[C:15]([NH:17][CH:18]([C:20]1[C:21](=[O:35])[NH:22][C:23]([CH2:26][C:27]2[CH:32]=[CH:31][C:30]([O:33][CH3:34])=[CH:29][CH:28]=2)=[N:24][N:25]=1)[CH3:19])=[O:16])[CH3:13].C(N(CC)CC)C, predict the reaction product. (2) Given the reactants [H-].[Na+].Br[CH2:4][CH2:5][O:6][CH2:7][CH2:8]Br.[F:10][C:11]1[C:16]([F:17])=[CH:15][CH:14]=[CH:13][C:12]=1[CH2:18][C:19]#[N:20], predict the reaction product. The product is: [F:10][C:11]1[C:16]([F:17])=[CH:15][CH:14]=[CH:13][C:12]=1[C:18]1([C:19]#[N:20])[CH2:8][CH2:7][O:6][CH2:5][CH2:4]1.